This data is from Catalyst prediction with 721,799 reactions and 888 catalyst types from USPTO. The task is: Predict which catalyst facilitates the given reaction. (1) Reactant: [CH3:1][O:2][C:3](=[O:18])[CH:4]([C:6]1[CH:11]=[CH:10][C:9]([N+:12]([O-])=O)=[CH:8][C:7]=1[N+:15]([O-])=O)[CH3:5].O1CCCC1.[BH4-].[Na+].[Cl-].[Cl-].[Cl-].[Al+3]. Product: [CH3:1][O:2][C:3](=[O:18])[CH:4]([C:6]1[CH:11]=[CH:10][C:9]([NH2:12])=[CH:8][C:7]=1[NH2:15])[CH3:5]. The catalyst class is: 6. (2) Reactant: CN(C)[CH:3]=[C:4]([C:14]1[CH:19]=[CH:18][N:17]=[C:16]([S:20][CH3:21])[N:15]=1)[C:5]([C:7]1[CH:12]=[CH:11][C:10]([F:13])=[CH:9][CH:8]=1)=O.[C:23]([CH2:25][C:26]([NH2:28])=[O:27])#[N:24].C[O-].[Na+]. Product: [F:13][C:10]1[CH:9]=[CH:8][C:7]([C:5]2[N:28]=[C:26]([OH:27])[C:25]([C:23]#[N:24])=[CH:3][C:4]=2[C:14]2[CH:19]=[CH:18][N:17]=[C:16]([S:20][CH3:21])[N:15]=2)=[CH:12][CH:11]=1. The catalyst class is: 3. (3) Reactant: [Cl:1][C:2]1[CH:7]=[CH:6][C:5]([S:8]([N:11]([CH2:19][C:20]2[CH:29]=[CH:28][C:23]([C:24]([O:26]C)=[O:25])=[CH:22][CH:21]=2)[CH:12]2[CH2:17][CH2:16][CH2:15][CH2:14][CH:13]2[OH:18])(=[O:10])=[O:9])=[CH:4][CH:3]=1.O.[OH-].[Li+].Cl. Product: [Cl:1][C:2]1[CH:7]=[CH:6][C:5]([S:8]([N:11]([CH2:19][C:20]2[CH:21]=[CH:22][C:23]([C:24]([OH:26])=[O:25])=[CH:28][CH:29]=2)[C@H:12]2[CH2:17][CH2:16][CH2:15][CH2:14][C@@H:13]2[OH:18])(=[O:10])=[O:9])=[CH:4][CH:3]=1. The catalyst class is: 1. (4) Reactant: C([O:3][CH2:4][C:5]([O:7][C:8]([CH:11]1[CH2:16][CH:15]([O:17][C:18](=[O:23])[CH2:19][O:20]C=O)[C:14]([CH3:24])=[CH:13][CH2:12]1)([CH3:10])[CH3:9])=[O:6])=O. Product: [OH:3][CH2:4][C:5]([O:7][C:8]([CH:11]1[CH2:16][CH:15]([O:17][C:18](=[O:23])[CH2:19][OH:20])[C:14]([CH3:24])=[CH:13][CH2:12]1)([CH3:10])[CH3:9])=[O:6]. The catalyst class is: 389. (5) Reactant: Br[C:2]1[N:11]=[C:5]2[CH:6]=[C:7]([Br:10])[CH:8]=[CH:9][N:4]2[N:3]=1.[CH3:12][NH:13][CH:14]1[CH2:16][CH2:15]1. Product: [Br:10][C:7]1[CH:8]=[CH:9][N:4]2[N:3]=[C:2]([N:13]([CH:14]3[CH2:16][CH2:15]3)[CH3:12])[N:11]=[C:5]2[CH:6]=1. The catalyst class is: 13. (6) Reactant: [CH3:1][C:2]([CH3:42])([CH3:41])[CH2:3][O:4][C:5]1[CH:6]=[C:7]([C:15]2[C:16]([C:39]#[N:40])=[N:17][N:18](C(C3C=CC=CC=3)(C3C=CC=CC=3)C3C=CC=CC=3)[N:19]=2)[CH:8]=[C:9]([C:11]([F:14])([F:13])[F:12])[CH:10]=1.CC(O)=O. Product: [CH3:1][C:2]([CH3:42])([CH3:41])[CH2:3][O:4][C:5]1[CH:6]=[C:7]([C:15]2[N:19]=[N:18][NH:17][C:16]=2[C:39]#[N:40])[CH:8]=[C:9]([C:11]([F:13])([F:14])[F:12])[CH:10]=1. The catalyst class is: 20.